Dataset: NCI-60 drug combinations with 297,098 pairs across 59 cell lines. Task: Regression. Given two drug SMILES strings and cell line genomic features, predict the synergy score measuring deviation from expected non-interaction effect. (1) Drug 1: CC1=C(C(CCC1)(C)C)C=CC(=CC=CC(=CC(=O)O)C)C. Drug 2: C1=NC2=C(N=C(N=C2N1C3C(C(C(O3)CO)O)F)Cl)N. Cell line: OVCAR-8. Synergy scores: CSS=25.9, Synergy_ZIP=0.0413, Synergy_Bliss=4.24, Synergy_Loewe=-39.9, Synergy_HSA=2.61. (2) Drug 1: CS(=O)(=O)CCNCC1=CC=C(O1)C2=CC3=C(C=C2)N=CN=C3NC4=CC(=C(C=C4)OCC5=CC(=CC=C5)F)Cl. Drug 2: C1=NNC2=C1C(=O)NC=N2. Cell line: SNB-19. Synergy scores: CSS=3.95, Synergy_ZIP=-3.98, Synergy_Bliss=-3.36, Synergy_Loewe=-16.3, Synergy_HSA=-4.36. (3) Drug 1: C1=C(C(=O)NC(=O)N1)N(CCCl)CCCl. Synergy scores: CSS=3.15, Synergy_ZIP=-5.55, Synergy_Bliss=-5.86, Synergy_Loewe=-9.23, Synergy_HSA=-7.10. Cell line: OVCAR-5. Drug 2: CC1=C(C(CCC1)(C)C)C=CC(=CC=CC(=CC(=O)O)C)C. (4) Drug 1: C1CNP(=O)(OC1)N(CCCl)CCCl. Drug 2: C1CCC(C(C1)N)N.C(=O)(C(=O)[O-])[O-].[Pt+4]. Cell line: SF-268. Synergy scores: CSS=-1.45, Synergy_ZIP=-2.66, Synergy_Bliss=-7.31, Synergy_Loewe=-13.0, Synergy_HSA=-7.51. (5) Drug 1: CCCCCOC(=O)NC1=NC(=O)N(C=C1F)C2C(C(C(O2)C)O)O. Drug 2: CNC(=O)C1=NC=CC(=C1)OC2=CC=C(C=C2)NC(=O)NC3=CC(=C(C=C3)Cl)C(F)(F)F. Cell line: NCI-H522. Synergy scores: CSS=2.20, Synergy_ZIP=1.67, Synergy_Bliss=-6.08, Synergy_Loewe=-4.14, Synergy_HSA=-4.29. (6) Drug 1: C1CC(=O)NC(=O)C1N2CC3=C(C2=O)C=CC=C3N. Drug 2: CS(=O)(=O)OCCCCOS(=O)(=O)C. Synergy scores: CSS=17.8, Synergy_ZIP=-2.98, Synergy_Bliss=2.55, Synergy_Loewe=7.60, Synergy_HSA=7.67. Cell line: KM12. (7) Drug 1: CCC1(CC2CC(C3=C(CCN(C2)C1)C4=CC=CC=C4N3)(C5=C(C=C6C(=C5)C78CCN9C7C(C=CC9)(C(C(C8N6C)(C(=O)OC)O)OC(=O)C)CC)OC)C(=O)OC)O.OS(=O)(=O)O. Drug 2: C1CN(P(=O)(OC1)NCCCl)CCCl. Cell line: CCRF-CEM. Synergy scores: CSS=-3.83, Synergy_ZIP=-2.26, Synergy_Bliss=-6.66, Synergy_Loewe=-10.4, Synergy_HSA=-7.66.